From a dataset of Retrosynthesis with 50K atom-mapped reactions and 10 reaction types from USPTO. Predict the reactants needed to synthesize the given product. (1) The reactants are: CCOC(=O)C(=O)CC(=O)CCC1C(C)CCCC1(C)C.NN. Given the product CCOC(=O)c1cc(CCC2C(C)CCCC2(C)C)[nH]n1, predict the reactants needed to synthesize it. (2) Given the product CC(C)(C)N1CCN(C(=O)C2CCN(Cc3ccccc3)CC2)CC1, predict the reactants needed to synthesize it. The reactants are: CC(C)(C)N1CCNCC1.O=C(O)C1CCN(Cc2ccccc2)CC1. (3) Given the product COC(=O)[C@@H](NC(=O)c1ccc(-c2ccc(OC)c(F)c2)cc1[N+](=O)[O-])[C@@H](C)OC(C)(C)C, predict the reactants needed to synthesize it. The reactants are: COC(=O)[C@@H](N)[C@@H](C)OC(C)(C)C.COc1ccc(-c2ccc(C(=O)O)c([N+](=O)[O-])c2)cc1F. (4) The reactants are: O=C(NCCOC(=O)c1ccc([N+](=O)[O-])cc1)OCC1c2ccccc2-c2ccccc21. Given the product Nc1ccc(C(=O)OCCNC(=O)OCC2c3ccccc3-c3ccccc32)cc1, predict the reactants needed to synthesize it.